Dataset: Peptide-MHC class II binding affinity with 134,281 pairs from IEDB. Task: Regression. Given a peptide amino acid sequence and an MHC pseudo amino acid sequence, predict their binding affinity value. This is MHC class II binding data. (1) The peptide sequence is GELQPVDKIDAAFKI. The MHC is DRB5_0101 with pseudo-sequence DRB5_0101. The binding affinity (normalized) is 0.640. (2) The peptide sequence is PRAPEKNGQNIRLSN. The MHC is DRB1_0101 with pseudo-sequence DRB1_0101. The binding affinity (normalized) is 0.304. (3) The peptide sequence is IGKLFTQTMKGVERL. The MHC is DRB5_0101 with pseudo-sequence DRB5_0101. The binding affinity (normalized) is 0.719. (4) The peptide sequence is GELQIVDKIDIAFKI. The MHC is DRB1_0401 with pseudo-sequence DRB1_0401. The binding affinity (normalized) is 0.548. (5) The peptide sequence is EKKYFAAQQFEPLAA. The MHC is DRB1_1001 with pseudo-sequence DRB1_1001. The binding affinity (normalized) is 0.772. (6) The peptide sequence is NRVWNSFQIEEFGTGE. The MHC is DRB1_0701 with pseudo-sequence DRB1_0701. The binding affinity (normalized) is 0.368. (7) The peptide sequence is IEDINVGFKAAVAAA. The MHC is DRB3_0101 with pseudo-sequence DRB3_0101. The binding affinity (normalized) is 0.280. (8) The peptide sequence is TCAKSMSLFEVDQTKKK. The MHC is HLA-DQA10201-DQB10301 with pseudo-sequence HLA-DQA10201-DQB10301. The binding affinity (normalized) is 0.532.